The task is: Predict the reactants needed to synthesize the given product.. This data is from Full USPTO retrosynthesis dataset with 1.9M reactions from patents (1976-2016). (1) Given the product [Cl:36][C:22]1[C:23]([NH:25][C:26]2[C:34]([CH3:35])=[CH:33][CH:32]=[CH:31][C:27]=2[C:28]([NH2:30])=[O:29])=[N:24][C:19]([NH:1][C:2]2[CH:3]=[CH:4][C:5]3[C:11]([CH3:12])([CH3:13])[CH2:10][CH2:9][C:8](=[O:14])[NH:7][C:6]=3[CH:17]=2)=[N:20][CH:21]=1, predict the reactants needed to synthesize it. The reactants are: [NH2:1][C:2]1[CH:3]=[CH:4][C:5]2[C:11]([CH3:13])([CH3:12])[CH2:10][CH2:9][C:8](=[O:14])[N:7](CC)[C:6]=2[CH:17]=1.Cl[C:19]1[N:24]=[C:23]([NH:25][C:26]2[C:34]([CH3:35])=[CH:33][CH:32]=[CH:31][C:27]=2[C:28]([NH2:30])=[O:29])[C:22]([Cl:36])=[CH:21][N:20]=1. (2) Given the product [Br:1][C:2]1[N:3]=[C:4]([CH2:7][NH:12][CH:9]2[CH2:11][CH2:10]2)[S:5][CH:6]=1, predict the reactants needed to synthesize it. The reactants are: [Br:1][C:2]1[N:3]=[C:4]([CH:7]=O)[S:5][CH:6]=1.[CH:9]1([NH2:12])[CH2:11][CH2:10]1.C(O[BH-](OC(=O)C)OC(=O)C)(=O)C.[Na+].C(=O)([O-])O.[Na+]. (3) Given the product [CH2:20]1[C@@H:19]([NH2:18])[C@@H:5]1[C:4]1[CH:7]=[CH:8][C:9]([F:10])=[C:2]([F:1])[CH:3]=1.[F:1][C:2]1[CH:3]=[C:4](/[CH:11]=[CH:12]/[C:13]([OH:15])=[O:14])[CH:7]=[CH:8][C:9]=1[F:10], predict the reactants needed to synthesize it. The reactants are: [F:1][C:2]1[CH:3]=[C:4]([CH:7]=[CH:8][C:9]=1[F:10])[CH:5]=O.[C:11](O)(=O)[CH2:12][C:13]([OH:15])=[O:14].[NH:18]1CCC[CH2:20][CH2:19]1. (4) Given the product [C:1]([O:5][C:6]([N:8]1[CH2:13][CH2:12][N:11]([S:21]([C:18]2[CH:19]=[CH:20][C:15]([Br:14])=[CH:16][C:17]=2[O:25][C:26]([F:29])([F:27])[F:28])(=[O:23])=[O:22])[CH2:10][CH2:9]1)=[O:7])([CH3:4])([CH3:2])[CH3:3], predict the reactants needed to synthesize it. The reactants are: [C:1]([O:5][C:6]([N:8]1[CH2:13][CH2:12][NH:11][CH2:10][CH2:9]1)=[O:7])([CH3:4])([CH3:3])[CH3:2].[Br:14][C:15]1[CH:20]=[CH:19][C:18]([S:21](Cl)(=[O:23])=[O:22])=[C:17]([O:25][C:26]([F:29])([F:28])[F:27])[CH:16]=1. (5) Given the product [CH3:20][S:21]([O:10][C:6]1[C:5]([O:11][CH3:12])=[CH:4][CH:3]=[C:2]([Br:1])[C:7]=1[CH:8]=[O:9])(=[O:23])=[O:22].[Br:1][C:2]1[C:7]2[CH:8]=[CH:20][S:21](=[O:23])(=[O:22])[O:10][C:6]=2[C:5]([O:11][CH3:12])=[CH:4][CH:3]=1, predict the reactants needed to synthesize it. The reactants are: [Br:1][C:2]1[C:7]([CH:8]=[O:9])=[C:6]([OH:10])[C:5]([O:11][CH3:12])=[CH:4][CH:3]=1.C(N(CC)CC)C.[CH3:20][S:21](Cl)(=[O:23])=[O:22].O. (6) Given the product [C:1]([C:5]1[N:6]=[C:7]2[C:12]([C:13]([F:16])([F:15])[F:14])=[CH:11][CH:10]=[CH:9][N:8]2[C:17]=1[C:18]1[CH:23]=[CH:22][CH:21]=[C:20]([O:24][C:30]2[CH:31]=[CH:26][CH:27]=[C:28]([S:32]([CH:35]([CH3:37])[CH3:36])(=[O:33])=[O:34])[CH:29]=2)[CH:19]=1)([CH3:4])([CH3:2])[CH3:3], predict the reactants needed to synthesize it. The reactants are: [C:1]([C:5]1[N:6]=[C:7]2[C:12]([C:13]([F:16])([F:15])[F:14])=[CH:11][CH:10]=[CH:9][N:8]2[C:17]=1[C:18]1[CH:19]=[C:20]([OH:24])[CH:21]=[CH:22][CH:23]=1)([CH3:4])([CH3:3])[CH3:2].Br[C:26]1[CH:31]=[CH:30][CH:29]=[C:28]([S:32]([CH:35]([CH3:37])[CH3:36])(=[O:34])=[O:33])[CH:27]=1. (7) Given the product [Br:1][C:2]1[C:7]([F:8])=[CH:6][C:5]([O:9][CH2:14][C@@H:13]([NH:15][C:16](=[O:22])[O:17][C:18]([CH3:19])([CH3:21])[CH3:20])[CH3:12])=[CH:4][C:3]=1[F:10], predict the reactants needed to synthesize it. The reactants are: [Br:1][C:2]1[C:7]([F:8])=[CH:6][C:5]([OH:9])=[CH:4][C:3]=1[F:10].O[CH2:12][C@@H:13]([NH:15][C:16](=[O:22])[O:17][C:18]([CH3:21])([CH3:20])[CH3:19])[CH3:14].C1(P(C2C=CC=CC=2)C2C=CC=CC=2)C=CC=CC=1.N(C(OC(C)C)=O)=NC(OC(C)C)=O. (8) The reactants are: C[N:2]([CH3:32])/[CH:3]=[CH:4]/[C:5]([C:7]1[CH:8]=[C:9]([S:17]([NH:20][C@H:21]2[CH2:26][CH2:25][CH2:24][C@@H:23]([N:27]3[CH:31]=[N:30][N:29]=[CH:28]3)[CH2:22]2)(=[O:19])=[O:18])[CH:10]=[C:11]([C:13]([F:16])([F:15])[F:14])[CH:12]=1)=O.N[C:34]1[CH:38]=C[NH:36][N:35]=1. Given the product [N:35]1[N:36]2[C:5]([C:7]3[CH:8]=[C:9]([S:17]([NH:20][C@H:21]4[CH2:26][CH2:25][CH2:24][C@@H:23]([N:27]5[CH:28]=[N:29][N:30]=[CH:31]5)[CH2:22]4)(=[O:18])=[O:19])[CH:10]=[C:11]([C:13]([F:14])([F:16])[F:15])[CH:12]=3)=[CH:4][CH:3]=[N:2][C:32]2=[CH:38][CH:34]=1, predict the reactants needed to synthesize it. (9) Given the product [NH2:1][C:2]1[C:3]([C:7]2[N:8]([CH2:32][CH3:33])[C:9]3[C:14]([O:15][CH2:16][CH:17]4[S:22][CH2:21][CH2:20][NH:19][CH2:18]4)=[CH:13][N:12]=[C:11]([C:51]#[C:50][C:48]([CH3:49])([OH:52])[CH3:47])[C:10]=3[N:31]=2)=[N:4][O:5][N:6]=1, predict the reactants needed to synthesize it. The reactants are: [NH2:1][C:2]1[C:3]([C:7]2[N:8]([CH2:32][CH3:33])[C:9]3[C:14]([O:15][CH2:16][CH:17]4[S:22][CH2:21][CH2:20][N:19](C(OC(C)(C)C)=O)[CH2:18]4)=[CH:13][N:12]=[C:11](Cl)[C:10]=3[N:31]=2)=[N:4][O:5][N:6]=1.[Na+].[I-].C1CCN2C(=NCCC2)CC1.[CH3:47][C:48]([OH:52])([C:50]#[CH:51])[CH3:49].[NH4+].[Cl-].